Dataset: Full USPTO retrosynthesis dataset with 1.9M reactions from patents (1976-2016). Task: Predict the reactants needed to synthesize the given product. Given the product [CH:3]1([C:9](=[O:17])[CH:10]=[CH:25][C:24]2[C:19]([F:18])=[N:20][CH:21]=[CH:22][C:23]=2[C:27]2[N:28]=[CH:29][N:30]([C:32]([C:39]3[CH:44]=[CH:43][CH:42]=[CH:41][CH:40]=3)([C:33]3[CH:34]=[CH:35][CH:36]=[CH:37][CH:38]=3)[C:45]3[CH:50]=[CH:49][CH:48]=[CH:47][CH:46]=3)[CH:31]=2)[CH2:8][CH2:7][CH2:6][CH2:5][CH2:4]1, predict the reactants needed to synthesize it. The reactants are: [H-].[Na+].[CH:3]1([C:9](=[O:17])[CH2:10]P(=O)(OC)OC)[CH2:8][CH2:7][CH2:6][CH2:5][CH2:4]1.[F:18][C:19]1[C:24]([CH:25]=O)=[C:23]([C:27]2[N:28]=[CH:29][N:30]([C:32]([C:45]3[CH:50]=[CH:49][CH:48]=[CH:47][CH:46]=3)([C:39]3[CH:44]=[CH:43][CH:42]=[CH:41][CH:40]=3)[C:33]3[CH:38]=[CH:37][CH:36]=[CH:35][CH:34]=3)[CH:31]=2)[CH:22]=[CH:21][N:20]=1.